This data is from Catalyst prediction with 721,799 reactions and 888 catalyst types from USPTO. The task is: Predict which catalyst facilitates the given reaction. (1) Reactant: [C:1]([C:4]1[C:5]([O:21][CH2:22][C:23]23[CH2:32][CH:27]4[CH2:28][CH:29]([CH2:31][CH:25]([CH2:26]4)[CH2:24]2)[CH2:30]3)=[CH:6][C:7]([F:20])=[C:8]([CH:19]=1)[C:9]([NH:11][S:12]([N:15]1[CH2:18][CH2:17][CH2:16]1)(=[O:14])=[O:13])=[O:10])(=[O:3])[CH3:2].[CH3:33][Mg]Br.Cl. Product: [C:23]12([CH2:22][O:21][C:5]3[C:4]([C:1]([OH:3])([CH3:33])[CH3:2])=[CH:19][C:8]([C:9]([NH:11][S:12]([N:15]4[CH2:18][CH2:17][CH2:16]4)(=[O:14])=[O:13])=[O:10])=[C:7]([F:20])[CH:6]=3)[CH2:24][CH:25]3[CH2:26][CH:27]([CH2:28][CH:29]([CH2:31]3)[CH2:30]1)[CH2:32]2. The catalyst class is: 54. (2) Reactant: N1C=CC=CC=1.S(Cl)([Cl:9])=O.O[CH2:12][C:13]1[CH:22]=[CH:21][C:16]([C:17]([O:19][CH3:20])=[O:18])=[CH:15][N:14]=1.O. Product: [Cl:9][CH2:12][C:13]1[CH:22]=[CH:21][C:16]([C:17]([O:19][CH3:20])=[O:18])=[CH:15][N:14]=1. The catalyst class is: 2. (3) Reactant: [C:9](O[C:9]([O:11][C:12]([CH3:15])([CH3:14])[CH3:13])=[O:10])([O:11][C:12]([CH3:15])([CH3:14])[CH3:13])=[O:10].[CH3:16][CH:17]1[NH:22][CH2:21][CH2:20][NH:19][C:18]1=[O:23]. Product: [C:12]([O:11][C:9]([N:22]1[CH2:21][CH2:20][NH:19][C:18](=[O:23])[CH:17]1[CH3:16])=[O:10])([CH3:13])([CH3:14])[CH3:15]. The catalyst class is: 4. (4) Reactant: [OH:1][C:2]1[CH:7]=[CH:6][CH:5]=[CH:4][C:3]=1[CH2:8][C:9]([OH:11])=[O:10].S(=O)(=O)(O)O.[CH3:17]O. Product: [OH:1][C:2]1[CH:7]=[CH:6][CH:5]=[CH:4][C:3]=1[CH2:8][C:9]([O:11][CH3:17])=[O:10]. The catalyst class is: 13.